From a dataset of Reaction yield outcomes from USPTO patents with 853,638 reactions. Predict the reaction yield, written as a fraction of the theoretical maximum amount of product (1.0 means a 100% yield; for example, 0.34 means a 34% yield). (1) The reactants are Cl.[NH:2]1[CH2:7][CH2:6][CH:5]([C:8]2[C:9](=[O:18])[NH:10][C:11]3[C:16]([CH:17]=2)=[CH:15][CH:14]=[CH:13][CH:12]=3)[CH2:4][CH2:3]1.[CH3:19][C:20]([CH3:58])([CH3:57])[CH2:21][N:22]1[CH2:35][C:27]2[C:28]3[CH:29]=[N:30][NH:31][C:32]=3[CH:33]=[CH:34][C:26]=2[CH2:25][C@H:24]([CH2:36][C:37](=[O:55])N2CCC(N3CC4C(=CC=CC=4)NC3=O)CC2)[C:23]1=[O:56]. No catalyst specified. The product is [CH2:21]([N:22]1[C:23](=[O:56])[C@H:24]([CH2:36][C:37](=[O:55])[N:2]2[CH2:3][CH2:4][CH:5]([C:8]3[C:9](=[O:18])[NH:10][C:11]4[C:16]([CH:17]=3)=[CH:15][CH:14]=[CH:13][CH:12]=4)[CH2:6][CH2:7]2)[CH2:25][C:26]2[CH:34]=[CH:33][C:32]3[NH:31][N:30]=[CH:29][C:28]=3[C:27]=2[CH2:35]1)[C:20]([CH3:58])([CH3:57])[CH3:19]. The yield is 0.310. (2) The reactants are [OH:1][C:2]1[CH:11]=[CH:10][C:5]([C:6]([O:8][CH3:9])=[O:7])=[CH:4][CH:3]=1.[H-].[Na+].[Cl:14][C:15]1[CH:20]=[C:19]2[NH:21][C:22](=[O:44])[C:23]3([CH:27]([CH2:28][C:29]([CH3:32])([CH3:31])[CH3:30])[CH2:26][N:25]([C:33](Cl)=[O:34])[CH:24]3[C:36]3[CH:41]=[CH:40][CH:39]=[C:38]([Cl:42])[C:37]=3[F:43])[C:18]2=[CH:17][CH:16]=1.O. The catalyst is CN(C)C=O. The product is [CH3:9][O:8][C:6]([C:5]1[CH:4]=[CH:3][C:2]([O:1][C:33]([N:25]2[CH2:26][CH:27]([CH2:28][C:29]([CH3:32])([CH3:31])[CH3:30])[C:23]3([C:18]4[C:19](=[CH:20][C:15]([Cl:14])=[CH:16][CH:17]=4)[NH:21][C:22]3=[O:44])[CH:24]2[C:36]2[CH:41]=[CH:40][CH:39]=[C:38]([Cl:42])[C:37]=2[F:43])=[O:34])=[CH:11][CH:10]=1)=[O:7]. The yield is 0.180. (3) The reactants are [NH2:1][C:2]1[N:3]=[CH:4][C:5]2[C:10]([CH:11]=1)=[CH:9][CH:8]=[C:7]([C:12]1[CH:13]=[C:14]([CH:23]=[CH:24][C:25]=1[CH3:26])[C:15]([NH:17][C:18]1([CH3:22])[CH2:21][CH2:20][CH2:19]1)=[O:16])[CH:6]=2.[Cl:27]CCl.ClN1C(=O)CCC1=O. No catalyst specified. The product is [NH2:1][C:2]1[N:3]=[CH:4][C:5]2[C:10]([C:11]=1[Cl:27])=[CH:9][CH:8]=[C:7]([C:12]1[CH:13]=[C:14]([CH:23]=[CH:24][C:25]=1[CH3:26])[C:15]([NH:17][C:18]1([CH3:22])[CH2:19][CH2:20][CH2:21]1)=[O:16])[CH:6]=2. The yield is 0.320.